Dataset: NCI-60 drug combinations with 297,098 pairs across 59 cell lines. Task: Regression. Given two drug SMILES strings and cell line genomic features, predict the synergy score measuring deviation from expected non-interaction effect. (1) Drug 1: C1CC(=O)NC(=O)C1N2C(=O)C3=CC=CC=C3C2=O. Drug 2: CC1=C(C(=O)C2=C(C1=O)N3CC4C(C3(C2COC(=O)N)OC)N4)N. Cell line: NCI-H460. Synergy scores: CSS=74.6, Synergy_ZIP=60.3, Synergy_Bliss=59.5, Synergy_Loewe=57.8, Synergy_HSA=58.3. (2) Drug 1: C1CCC(CC1)NC(=O)N(CCCl)N=O. Synergy scores: CSS=17.2, Synergy_ZIP=-5.19, Synergy_Bliss=-0.300, Synergy_Loewe=1.42, Synergy_HSA=1.97. Cell line: UO-31. Drug 2: CS(=O)(=O)CCNCC1=CC=C(O1)C2=CC3=C(C=C2)N=CN=C3NC4=CC(=C(C=C4)OCC5=CC(=CC=C5)F)Cl.